Dataset: Reaction yield outcomes from USPTO patents with 853,638 reactions. Task: Predict the reaction yield, written as a fraction of the theoretical maximum amount of product (1.0 means a 100% yield; for example, 0.34 means a 34% yield). (1) The reactants are Br[CH2:2][CH2:3][O:4][C:5]1[CH:14]=[C:13]2[C:8]([C:9]([S:15][CH3:16])=[N:10][CH:11]=[N:12]2)=[CH:7][CH:6]=1.[C:17]([N:20]1[CH2:25][CH2:24][NH:23][CH2:22][CH2:21]1)(=[O:19])[CH3:18].O.[OH-].[Na+]. The catalyst is C(OCC)(=O)C. The product is [C:17]([N:20]1[CH2:25][CH2:24][N:23]([CH2:2][CH2:3][O:4][C:5]2[CH:14]=[C:13]3[C:8]([C:9]([S:15][CH3:16])=[N:10][CH:11]=[N:12]3)=[CH:7][CH:6]=2)[CH2:22][CH2:21]1)(=[O:19])[CH3:18]. The yield is 0.780. (2) The reactants are [Cl:1][C:2]1[C:3]([NH:18][C:19]2C=[CH:25][CH:24]=[CH:23][C:20]=2C#N)=[CH:4][C:5]([NH:8][C:9]2[N:13]([CH:14]([CH3:16])[CH3:15])[N:12]=[C:11]([CH3:17])[CH:10]=2)=[N:6][CH:7]=1.[OH-].[Na+].[C:29]([O:32]CC)(=[O:31])[CH3:30]. The catalyst is O1CCOCC1. The product is [Cl:1][C:2]1[C:3]([NH:18][C:19]2[CH:20]=[CH:23][CH:24]=[CH:25][C:30]=2[C:29]([OH:32])=[O:31])=[CH:4][C:5]([NH:8][C:9]2[N:13]([CH:14]([CH3:15])[CH3:16])[N:12]=[C:11]([CH3:17])[CH:10]=2)=[N:6][CH:7]=1. The yield is 0.760.